Dataset: Forward reaction prediction with 1.9M reactions from USPTO patents (1976-2016). Task: Predict the product of the given reaction. (1) Given the reactants [Cl:1][C:2]1[N:13]=[CH:12][CH:11]=[CH:10][C:3]=1[C:4](N(OC)C)=[O:5].[CH3:14][Mg]Cl, predict the reaction product. The product is: [Cl:1][C:2]1[C:3]([C:4](=[O:5])[CH3:14])=[CH:10][CH:11]=[CH:12][N:13]=1. (2) Given the reactants [NH:1]([C:8]([O:10][C:11]([CH3:14])([CH3:13])[CH3:12])=[O:9])[C@H:2]([C:5]([OH:7])=[O:6])[CH2:3][OH:4].[H-].[Na+].[F:17][C:18]1[CH:23]=[CH:22][CH:21]=[C:20]([N+:24]([O-:26])=[O:25])[C:19]=1F.Cl, predict the reaction product. The product is: [C:11]([O:10][C:8]([NH:1][C@@H:2]([CH2:3][O:4][C:19]1[C:20]([N+:24]([O-:26])=[O:25])=[CH:21][CH:22]=[CH:23][C:18]=1[F:17])[C:5]([OH:7])=[O:6])=[O:9])([CH3:14])([CH3:13])[CH3:12]. (3) Given the reactants [NH2:1][C:2]1[CH:7]=[CH:6][C:5]([Cl:8])=[CH:4][C:3]=1[C:9]([C:11]1[CH:12]=[N:13][C:14]([CH3:17])=[CH:15][CH:16]=1)=[O:10].[Br:18][C:19]1[CH:24]=[CH:23][C:22]([S:25](Cl)(=[O:27])=[O:26])=[CH:21][C:20]=1[F:29], predict the reaction product. The product is: [Br:18][C:19]1[CH:24]=[CH:23][C:22]([S:25]([NH:1][C:2]2[CH:7]=[CH:6][C:5]([Cl:8])=[CH:4][C:3]=2[C:9]([C:11]2[CH:12]=[N:13][C:14]([CH3:17])=[CH:15][CH:16]=2)=[O:10])(=[O:27])=[O:26])=[CH:21][C:20]=1[F:29].